From a dataset of Forward reaction prediction with 1.9M reactions from USPTO patents (1976-2016). Predict the product of the given reaction. (1) Given the reactants [H-].[Al+3].[Li+].[H-].[H-].[H-].[S:7]1[CH:11]=[CH:10][C:9]2[C:12]([N:16]3[CH2:21][CH2:20][N:19]([CH2:22][CH2:23][C:24](OCC)=[O:25])[CH2:18][CH2:17]3)=[CH:13][CH:14]=[CH:15][C:8]1=2.O.[OH-].[Na+], predict the reaction product. The product is: [S:7]1[CH:11]=[CH:10][C:9]2[C:12]([N:16]3[CH2:17][CH2:18][N:19]([CH2:22][CH2:23][CH2:24][OH:25])[CH2:20][CH2:21]3)=[CH:13][CH:14]=[CH:15][C:8]1=2. (2) Given the reactants [CH3:1][O:2][C:3]([C:5]1[CH:6]=[C:7]2[C:12](=[CH:13][CH:14]=1)[NH:11][CH:10]([C:15]1[CH:16]=[C:17]([CH:21]=[CH:22][CH:23]=1)[C:18](O)=[O:19])[C:9]([CH3:25])([CH3:24])[CH2:8]2)=[O:4].ON1C2C=CC=CC=2N=N1.CN(C)CCCN=C=NCC.Cl.CN1CCOCC1.[CH3:55][N:56]([CH3:60])[CH2:57][CH2:58][NH2:59], predict the reaction product. The product is: [CH3:55][N:56]([CH3:60])[CH2:57][CH2:58][NH:59][C:18]([C:17]1[CH:16]=[C:15]([CH:10]2[C:9]([CH3:24])([CH3:25])[CH2:8][C:7]3[C:12](=[CH:13][CH:14]=[C:5]([C:3]([O:2][CH3:1])=[O:4])[CH:6]=3)[NH:11]2)[CH:23]=[CH:22][CH:21]=1)=[O:19]. (3) The product is: [CH3:1][C:2]1[N:6]([CH2:7][C:8]([N:10]2[CH2:15][CH2:14][CH:13]([C:16]3[S:17][CH:18]=[C:19]([C:21]([Cl:31])=[O:22])[N:20]=3)[CH2:12][CH2:11]2)=[O:9])[N:5]=[C:4]([C:24]([F:27])([F:26])[F:25])[CH:3]=1. Given the reactants [CH3:1][C:2]1[N:6]([CH2:7][C:8]([N:10]2[CH2:15][CH2:14][CH:13]([C:16]3[S:17][CH:18]=[C:19]([C:21](O)=[O:22])[N:20]=3)[CH2:12][CH2:11]2)=[O:9])[N:5]=[C:4]([C:24]([F:27])([F:26])[F:25])[CH:3]=1.C(Cl)(=O)C([Cl:31])=O, predict the reaction product.